Dataset: NCI-60 drug combinations with 297,098 pairs across 59 cell lines. Task: Regression. Given two drug SMILES strings and cell line genomic features, predict the synergy score measuring deviation from expected non-interaction effect. (1) Drug 1: C1=CC(=CC=C1CCC2=CNC3=C2C(=O)NC(=N3)N)C(=O)NC(CCC(=O)O)C(=O)O. Drug 2: C1=NC(=NC(=O)N1C2C(C(C(O2)CO)O)O)N. Cell line: NCI-H322M. Synergy scores: CSS=10.9, Synergy_ZIP=-4.63, Synergy_Bliss=-0.707, Synergy_Loewe=0.595, Synergy_HSA=1.48. (2) Drug 1: CC1=C(C=C(C=C1)C(=O)NC2=CC(=CC(=C2)C(F)(F)F)N3C=C(N=C3)C)NC4=NC=CC(=N4)C5=CN=CC=C5. Drug 2: CNC(=O)C1=NC=CC(=C1)OC2=CC=C(C=C2)NC(=O)NC3=CC(=C(C=C3)Cl)C(F)(F)F. Cell line: SR. Synergy scores: CSS=5.11, Synergy_ZIP=-3.53, Synergy_Bliss=-10.4, Synergy_Loewe=0.676, Synergy_HSA=-9.49. (3) Drug 1: CN1C2=C(C=C(C=C2)N(CCCl)CCCl)N=C1CCCC(=O)O.Cl. Drug 2: CC1C(C(CC(O1)OC2CC(CC3=C2C(=C4C(=C3O)C(=O)C5=C(C4=O)C(=CC=C5)OC)O)(C(=O)CO)O)N)O.Cl. Cell line: SK-MEL-28. Synergy scores: CSS=25.8, Synergy_ZIP=-2.26, Synergy_Bliss=2.56, Synergy_Loewe=-26.7, Synergy_HSA=-0.0758. (4) Drug 2: CC1=C2C(C(=O)C3(C(CC4C(C3C(C(C2(C)C)(CC1OC(=O)C(C(C5=CC=CC=C5)NC(=O)C6=CC=CC=C6)O)O)OC(=O)C7=CC=CC=C7)(CO4)OC(=O)C)O)C)OC(=O)C. Drug 1: CCCCCOC(=O)NC1=NC(=O)N(C=C1F)C2C(C(C(O2)C)O)O. Synergy scores: CSS=16.9, Synergy_ZIP=-2.52, Synergy_Bliss=-5.37, Synergy_Loewe=-30.5, Synergy_HSA=-3.02. Cell line: SN12C. (5) Drug 2: CS(=O)(=O)OCCCCOS(=O)(=O)C. Synergy scores: CSS=52.5, Synergy_ZIP=-5.95, Synergy_Bliss=-0.555, Synergy_Loewe=-5.34, Synergy_HSA=-3.85. Cell line: HL-60(TB). Drug 1: CC1C(C(CC(O1)OC2CC(OC(C2O)C)OC3=CC4=CC5=C(C(=O)C(C(C5)C(C(=O)C(C(C)O)O)OC)OC6CC(C(C(O6)C)O)OC7CC(C(C(O7)C)O)OC8CC(C(C(O8)C)O)(C)O)C(=C4C(=C3C)O)O)O)O. (6) Synergy scores: CSS=15.1, Synergy_ZIP=-5.90, Synergy_Bliss=-3.54, Synergy_Loewe=-5.11, Synergy_HSA=-1.29. Drug 1: C1=CC(=CC=C1CC(C(=O)O)N)N(CCCl)CCCl.Cl. Cell line: SF-295. Drug 2: C1CCC(C(C1)N)N.C(=O)(C(=O)[O-])[O-].[Pt+4].